This data is from Tyrosyl-DNA phosphodiesterase HTS with 341,365 compounds. The task is: Binary Classification. Given a drug SMILES string, predict its activity (active/inactive) in a high-throughput screening assay against a specified biological target. (1) The molecule is S(=O)(=O)(N(CC)CC)c1cc(NC(=S)N2CCN(CC2)Cc2cc3OCOc3cc2)c(cc1)C. The result is 0 (inactive). (2) The molecule is S(=O)(=O)(N1CCC(CC1)C(=O)NCc1cc(OC)c(OCC)cc1)c1ncn(c1)C. The result is 0 (inactive). (3) The drug is s1c(NC(=O)c2ccc(n3nc(cc3C)C)cc2)nnc1C. The result is 0 (inactive). (4) The result is 0 (inactive). The molecule is O=C1CCC(=O)/C1=C(\Nc1cc(c(cc1)C)C)C. (5) The result is 0 (inactive). The molecule is O(CC(=O)Nc1cc2[nH]c(=O)[nH]c2cc1)C(=O)c1ccc(OC)cc1. (6) The compound is Clc1cc(c2nn3c(N4CCN(CC4)c4nccnc4)c4CCCCc4nc3c2)ccc1. The result is 0 (inactive).